From a dataset of Peptide-MHC class II binding affinity with 134,281 pairs from IEDB. Regression. Given a peptide amino acid sequence and an MHC pseudo amino acid sequence, predict their binding affinity value. This is MHC class II binding data. (1) The binding affinity (normalized) is 0.236. The peptide sequence is DHSTIIYNSRVTIAG. The MHC is HLA-DQA10501-DQB10201 with pseudo-sequence HLA-DQA10501-DQB10201. (2) The peptide sequence is EEQEDEIIGFGQELKNPQEE. The MHC is DRB1_0302 with pseudo-sequence DRB1_0302. The binding affinity (normalized) is 0. (3) The binding affinity (normalized) is 0.770. The MHC is H-2-IAd with pseudo-sequence H-2-IAd. The peptide sequence is KPVSKMRMATPLLMQAM. (4) The peptide sequence is INSMKTSFSSRLLIN. The MHC is DRB1_1501 with pseudo-sequence DRB1_1501. The binding affinity (normalized) is 0.836.